Dataset: Merck oncology drug combination screen with 23,052 pairs across 39 cell lines. Task: Regression. Given two drug SMILES strings and cell line genomic features, predict the synergy score measuring deviation from expected non-interaction effect. (1) Drug 1: NC(=O)c1cccc2cn(-c3ccc(C4CCCNC4)cc3)nc12. Drug 2: CCC1(O)C(=O)OCc2c1cc1n(c2=O)Cc2cc3c(CN(C)C)c(O)ccc3nc2-1. Cell line: OVCAR3. Synergy scores: synergy=-21.4. (2) Drug 1: C=CCn1c(=O)c2cnc(Nc3ccc(N4CCN(C)CC4)cc3)nc2n1-c1cccc(C(C)(C)O)n1. Synergy scores: synergy=65.9. Drug 2: Cn1cc(-c2cnn3c(N)c(Br)c(C4CCCNC4)nc23)cn1. Cell line: OCUBM. (3) Drug 1: N.N.O=C(O)C1(C(=O)O)CCC1.[Pt]. Drug 2: Cn1cc(-c2cnn3c(N)c(Br)c(C4CCCNC4)nc23)cn1. Cell line: ZR751. Synergy scores: synergy=6.19.